This data is from B-cell epitopes from PDB crystal structures with 447 antigens. The task is: Token-level Classification. Given an antigen amino acid sequence, predict which amino acid positions are active epitope sites capable of antibody binding. Output is a list of indices for active positions. Given the antigen sequence: HINSTALNCNESLNTGWLAGLFYQHKFDSSGCRPCGIVPAKSVCGPVYCFTPSPVVVGTTDRSGAPTYSWGANDTDVFVLNNNWFGCTWMNSTGFTKVCGAPPCVIGGVGDNTLLCPTDCCGSGPWITPRCMVDYPYRLWHYPCTINYTIFKVRMYVGGVEHRLEAACN, which amino acid positions are active epitope sites? The epitope positions are: [6, 7, 8, 9, 10, 11, 12, 15, 17, 18, 20, 21, 22, 25, 69]. The amino acids at these positions are: LNCNESLGLALFYKW.